From a dataset of Forward reaction prediction with 1.9M reactions from USPTO patents (1976-2016). Predict the product of the given reaction. (1) Given the reactants [C:1]([C@](C(O)=O)(O)[C@](C(=O)C1C=CC(OC)=CC=1)(O)C(O)=O)(=[O:10])[C:2]1[CH:7]=[CH:6][C:5](OC)=[CH:4][CH:3]=1.[C:31]1([C:37]2([CH2:42][CH2:43][OH:44])[CH2:41][CH2:40][NH:39][CH2:38]2)[CH:36]=[CH:35][CH:34]=[CH:33][CH:32]=1.C(OCC)(=O)C.CCCCCC.C(=O)(O)[O-].[Na+].C(Cl)(=O)C1C=CC=CC=1, predict the reaction product. The product is: [C:1]([N:39]1[CH2:40][CH2:41][C:37]([C:31]2[CH:32]=[CH:33][CH:34]=[CH:35][CH:36]=2)([CH2:42][CH2:43][OH:44])[CH2:38]1)(=[O:10])[C:2]1[CH:7]=[CH:6][CH:5]=[CH:4][CH:3]=1. (2) The product is: [CH3:3][C:4]1([CH3:11])[CH2:9][CH2:8][CH:7]([OH:10])[CH:6]=[CH:5]1. Given the reactants [BH4-].[Na+].[CH3:3][C:4]1([CH3:11])[CH2:9][CH2:8][C:7](=[O:10])[CH:6]=[CH:5]1, predict the reaction product. (3) Given the reactants Cl.O1CCOCC1.C(OC([NH:15][C:16]1[CH:41]=[CH:40][C:19]([CH2:20][NH:21][C:22]2[C:32]3[CH2:31][CH2:30][N:29]([C:33](=[O:38])[C:34]([F:37])([F:36])[F:35])[CH2:28][CH2:27][C:26]=3[CH:25]=[CH:24][C:23]=2[Cl:39])=[CH:18][CH:17]=1)=O)(C)(C)C.C(OCC)C, predict the reaction product. The product is: [ClH:39].[NH2:15][C:16]1[CH:17]=[CH:18][C:19]([CH2:20][NH:21][C:22]2[C:32]3[CH2:31][CH2:30][N:29]([C:33](=[O:38])[C:34]([F:37])([F:35])[F:36])[CH2:28][CH2:27][C:26]=3[CH:25]=[CH:24][C:23]=2[Cl:39])=[CH:40][CH:41]=1. (4) Given the reactants [C:1]1([C:40]2[CH:45]=[CH:44][CH:43]=[CH:42][CH:41]=2)[CH:6]=[CH:5][C:4]([NH:7][C:8]([C:10]2[CH:27]=[CH:26][C:13]([O:14][CH2:15][CH2:16][CH2:17][NH:18]C(=O)OC(C)(C)C)=[C:12]([NH:28][C:29]([C:31]3([N:34]4[CH2:39][CH2:38][O:37][CH2:36][CH2:35]4)[CH2:33][CH2:32]3)=[O:30])[CH:11]=2)=[O:9])=[CH:3][CH:2]=1.[ClH:46], predict the reaction product. The product is: [ClH:46].[NH2:18][CH2:17][CH2:16][CH2:15][O:14][C:13]1[CH:26]=[CH:27][C:10]([C:8]([NH:7][C:4]2[CH:5]=[CH:6][C:1]([C:40]3[CH:45]=[CH:44][CH:43]=[CH:42][CH:41]=3)=[CH:2][CH:3]=2)=[O:9])=[CH:11][C:12]=1[NH:28][C:29]([C:31]1([N:34]2[CH2:35][CH2:36][O:37][CH2:38][CH2:39]2)[CH2:32][CH2:33]1)=[O:30]. (5) The product is: [F:10][C:9]([F:12])([F:11])[C:7]([NH:1][CH2:2][C:3]([O:5][CH2:18]/[CH:13]=[CH:14]/[CH3:15])=[O:4])=[O:6]. Given the reactants [NH2:1][CH2:2][C:3]([OH:5])=[O:4].[OH:6][C:7]([C:9]([F:12])([F:11])[F:10])=O.[CH2:13]1[CH2:18]CC(N=C=N[CH:13]2[CH2:18]CC[CH2:15][CH2:14]2)[CH2:15][CH2:14]1.C(O)/C=C/C, predict the reaction product. (6) Given the reactants Cl[CH2:2][C:3]1[CH:8]=[CH:7][CH:6]=[CH:5][N:4]=1.[OH:9][CH2:10][C:11]([N:13]([CH2:15][C@H:16]([O:18][C:19]1[CH:28]=[CH:27][CH:26]=[C:25]2[C:20]=1[C:21]([NH:29][C:30]1[CH:35]=[CH:34][C:33]([OH:36])=[C:32]([CH3:37])[CH:31]=1)=[N:22][CH:23]=[N:24]2)[CH3:17])[CH3:14])=[O:12], predict the reaction product. The product is: [OH:9][CH2:10][C:11]([N:13]([CH3:14])[CH2:15][C@H:16]([O:18][C:19]1[CH:28]=[CH:27][CH:26]=[C:25]2[C:20]=1[C:21]([NH:29][C:30]1[CH:35]=[CH:34][C:33]([O:36][CH2:2][C:3]3[CH:8]=[CH:7][CH:6]=[CH:5][N:4]=3)=[C:32]([CH3:37])[CH:31]=1)=[N:22][CH:23]=[N:24]2)[CH3:17])=[O:12].